Dataset: NCI-60 drug combinations with 297,098 pairs across 59 cell lines. Task: Regression. Given two drug SMILES strings and cell line genomic features, predict the synergy score measuring deviation from expected non-interaction effect. (1) Drug 1: CN(C(=O)NC(C=O)C(C(C(CO)O)O)O)N=O. Drug 2: CC12CCC3C(C1CCC2OP(=O)(O)O)CCC4=C3C=CC(=C4)OC(=O)N(CCCl)CCCl.[Na+]. Cell line: HOP-62. Synergy scores: CSS=6.70, Synergy_ZIP=2.27, Synergy_Bliss=7.80, Synergy_Loewe=8.84, Synergy_HSA=4.68. (2) Drug 1: CN(C(=O)NC(C=O)C(C(C(CO)O)O)O)N=O. Synergy scores: CSS=-5.62, Synergy_ZIP=1.62, Synergy_Bliss=-2.11, Synergy_Loewe=-2.22, Synergy_HSA=-5.88. Cell line: SK-MEL-5. Drug 2: COC1=C2C(=CC3=C1OC=C3)C=CC(=O)O2.